This data is from Full USPTO retrosynthesis dataset with 1.9M reactions from patents (1976-2016). The task is: Predict the reactants needed to synthesize the given product. (1) Given the product [Cl:1][C:2]1[CH:3]=[C:4]([NH:9][C:10]2[C:19]3[C:14](=[CH:15][CH:16]=[CH:17][C:18]=3[O:20][C@H:21]([CH3:28])[CH2:22][N:23]([CH3:27])[C:24](=[O:26])[CH3:25])[N:13]=[CH:12][N:11]=2)[CH:5]=[CH:6][C:7]=1[O:8][CH2:31][C:32]1[N:33]=[CH:34][S:35][CH:36]=1, predict the reactants needed to synthesize it. The reactants are: [Cl:1][C:2]1[CH:3]=[C:4]([NH:9][C:10]2[C:19]3[C:14](=[CH:15][CH:16]=[CH:17][C:18]=3[O:20][C@H:21]([CH3:28])[CH2:22][N:23]([CH3:27])[C:24](=[O:26])[CH3:25])[N:13]=[CH:12][N:11]=2)[CH:5]=[CH:6][C:7]=1[OH:8].Cl.Cl[CH2:31][C:32]1[N:33]=[CH:34][S:35][CH:36]=1. (2) Given the product [CH3:27][C@:8]12[C@H:7]([C:28]([O:30][CH3:31])=[O:29])[CH2:6][C@H:5]([OH:4])[C:19](=[O:20])[C@@H:18]1[C@:17]1([CH3:21])[C@H:11]([C:12]([O:14][C@H:15]([C:22]3[CH:23]=[CH:24][O:25][CH:26]=3)[CH2:16]1)=[O:13])[CH2:10][CH2:9]2, predict the reactants needed to synthesize it. The reactants are: CC([O:4][C@@H:5]1[C:19](=[O:20])[C@H:18]2[C@@:8]([CH3:27])([CH2:9][CH2:10][C@@H:11]3[C@:17]2([CH3:21])[CH2:16][C@@H:15]([C:22]2[CH:23]=[CH:24][O:25][CH:26]=2)[O:14][C:12]3=[O:13])[C@H:7]([C:28]([O:30][CH3:31])=[O:29])[CH2:6]1)=O.C(=O)([O-])[O-].[Na+].[Na+].O. (3) Given the product [Br:10][C:3]1[C:4]2[C:9](=[N:8][CH:7]=[CH:6][CH:5]=2)[NH:1][CH:2]=1, predict the reactants needed to synthesize it. The reactants are: [NH:1]1[C:9]2[C:4](=[CH:5][CH:6]=[CH:7][N:8]=2)[CH:3]=[CH:2]1.[Br:10]N1C(=O)CCC1=O. (4) Given the product [NH2:15][C:12]([CH3:14])([CH3:13])[C:11]([N:2]1[CH2:3][CH2:4][C:5]2[C:10](=[CH:9][CH:8]=[CH:7][CH:6]=2)[CH2:1]1)=[O:23], predict the reactants needed to synthesize it. The reactants are: [CH2:1]1[C:10]2[C:5](=[CH:6][CH:7]=[CH:8][CH:9]=2)[CH2:4][CH2:3][N:2]1[C:11](=[O:23])[C:12]([NH:15]C(=O)OC(C)(C)C)([CH3:14])[CH3:13]. (5) Given the product [OH:32][C@H:3]([C@@H:2]([NH:1][C:43](=[O:44])[C@@H:42]([N:46]1[CH2:50][CH2:49][N:48]([CH2:51][C:52]2[CH:57]=[CH:56][CH:55]=[C:54]([CH3:58])[N:53]=2)[C:47]1=[O:59])[CH:41]([CH3:40])[CH2:60][CH3:61])[CH2:33][C:34]1[CH:35]=[CH:36][CH:37]=[CH:38][CH:39]=1)[CH2:4][C@H:5]([NH:19][C:20]([C@@H:22]([NH:27][C:28](=[O:31])[O:29][CH3:30])[C:23]([CH3:26])([CH3:25])[CH3:24])=[O:21])[CH2:6][C:7]1[CH:12]=[CH:11][C:10]([C:13]2[CH:18]=[CH:17][CH:16]=[CH:15][N:14]=2)=[CH:9][CH:8]=1, predict the reactants needed to synthesize it. The reactants are: [NH2:1][C@@H:2]([CH2:33][C:34]1[CH:39]=[CH:38][CH:37]=[CH:36][CH:35]=1)[C@@H:3]([OH:32])[CH2:4][C@H:5]([NH:19][C:20]([C@@H:22]([NH:27][C:28](=[O:31])[O:29][CH3:30])[C:23]([CH3:26])([CH3:25])[CH3:24])=[O:21])[CH2:6][C:7]1[CH:12]=[CH:11][C:10]([C:13]2[CH:18]=[CH:17][CH:16]=[CH:15][N:14]=2)=[CH:9][CH:8]=1.[CH3:40][C@@H:41]([CH2:60][CH3:61])[C@H:42]([N:46]1[CH2:50][CH2:49][N:48]([CH2:51][C:52]2[CH:57]=[CH:56][CH:55]=[C:54]([CH3:58])[N:53]=2)[C:47]1=[O:59])[C:43](O)=[O:44].CCOP(ON1N=NC2C=CC=CC=2C1=O)(OCC)=O.C(N(CC)C(C)C)(C)C. (6) Given the product [NH2:1][C:4]1[CH:5]=[C:6]([C:11]2([C:44]3[CH:49]=[CH:48][C:47]([OH:50])=[C:46]([NH2:51])[CH:45]=3)[C:23]3[CH:22]=[C:21]([C:24]45[CH2:31][CH:30]6[CH2:32][CH:26]([CH2:27][CH:28]([CH2:29]6)[CH2:33]4)[CH2:25]5)[CH:20]=[CH:19][C:18]=3[C:17]3[C:12]2=[CH:13][C:14]([C:34]24[CH2:43][CH:38]5[CH2:39][CH:40]([CH2:42][CH:36]([CH2:37]5)[CH2:35]2)[CH2:41]4)=[CH:15][CH:16]=3)[CH:7]=[CH:8][C:9]=1[OH:10], predict the reactants needed to synthesize it. The reactants are: [N+:1]([C:4]1[CH:5]=[C:6]([C:11]2([C:44]3[CH:49]=[CH:48][C:47]([OH:50])=[C:46]([N+:51]([O-])=O)[CH:45]=3)[C:23]3[CH:22]=[C:21]([C:24]45[CH2:33][CH:28]6[CH2:29][CH:30]([CH2:32][CH:26]([CH2:27]6)[CH2:25]4)[CH2:31]5)[CH:20]=[CH:19][C:18]=3[C:17]3[C:12]2=[CH:13][C:14]([C:34]24[CH2:43][CH:38]5[CH2:39][CH:40]([CH2:42][CH:36]([CH2:37]5)[CH2:35]2)[CH2:41]4)=[CH:15][CH:16]=3)[CH:7]=[CH:8][C:9]=1[OH:10])([O-])=O. (7) Given the product [OH:58][C:51]1[C:50]([CH2:49][NH:48][C:11]([C:10]2[C:9]3[C:4](=[CH:5][CH:6]=[CH:7][CH:8]=3)[N:3]([CH:14]([C:16]3[CH:17]=[CH:18][CH:19]=[CH:20][CH:21]=3)[CH3:15])[C:2]=2[CH3:1])=[O:12])=[C:55]([CH3:56])[CH:54]=[C:53]([CH3:57])[N:52]=1, predict the reactants needed to synthesize it. The reactants are: [CH3:1][C:2]1[N:3]([CH:14]([C:16]2[CH:21]=[CH:20][CH:19]=[CH:18][CH:17]=2)[CH3:15])[C:4]2[C:9]([C:10]=1[C:11](O)=[O:12])=[CH:8][CH:7]=[CH:6][CH:5]=2.ON1C2C=CC=CC=2N=N1.Cl.C(N=C=NCCCN(C)C)C.CN(C)C.[NH2:48][CH2:49][C:50]1[C:51]([OH:58])=[N:52][C:53]([CH3:57])=[CH:54][C:55]=1[CH3:56].